From a dataset of Catalyst prediction with 721,799 reactions and 888 catalyst types from USPTO. Predict which catalyst facilitates the given reaction. (1) Reactant: [CH3:1][S:2][CH:3]([C:5]1[CH:6]=[CH:7][C:8]([C:11]([Cl:14])([Cl:13])[Cl:12])=[N:9][CH:10]=1)[CH3:4].[N:15]#[C:16][NH2:17].C(O)(=O)C.C(O)(=O)C.IC1C=CC=CC=1. Product: [CH3:1][S:2]([CH:3]([C:5]1[CH:10]=[N:9][C:8]([C:11]([Cl:14])([Cl:13])[Cl:12])=[CH:7][CH:6]=1)[CH3:4])=[N:17][C:16]#[N:15]. The catalyst class is: 1. (2) Reactant: [C:1]([O:5][C:6]([N:8]([CH2:21][C:22](O)=[O:23])[CH2:9][C:10]([N:12]1[CH2:20][C:19]2[C:14](=[CH:15][CH:16]=[CH:17][CH:18]=2)[CH2:13]1)=[O:11])=[O:7])([CH3:4])([CH3:3])[CH3:2].Cl.CN(C)CCCN=C=NCC.O[C:38]1[C:46]2[N:45]=N[NH:43][C:42]=2C=[CH:40][CH:39]=1.Cl.N1CCC[C@H]1C#N. Product: [C:42]([C@@H:46]1[CH2:38][CH2:39][CH2:40][N:45]1[C:22](=[O:23])[CH2:21][N:8]([CH2:9][C:10]([N:12]1[CH2:13][C:14]2[C:19](=[CH:18][CH:17]=[CH:16][CH:15]=2)[CH2:20]1)=[O:11])[C:6](=[O:7])[O:5][C:1]([CH3:2])([CH3:4])[CH3:3])#[N:43]. The catalyst class is: 289. (3) Reactant: CS(O[CH:6]1[CH2:9][N:8]([CH:10]([C:17]2[CH:22]=[CH:21][CH:20]=[CH:19][CH:18]=2)[C:11]2[CH:16]=[CH:15][CH:14]=[CH:13][CH:12]=2)[CH2:7]1)(=O)=O.[NH:23]1[CH2:28][CH2:27][NH:26][CH2:25][CH2:24]1. Product: [C:11]1([CH:10]([C:17]2[CH:22]=[CH:21][CH:20]=[CH:19][CH:18]=2)[N:8]2[CH2:9][CH:6]([N:23]3[CH2:28][CH2:27][NH:26][CH2:25][CH2:24]3)[CH2:7]2)[CH:16]=[CH:15][CH:14]=[CH:13][CH:12]=1. The catalyst class is: 10.